From a dataset of Full USPTO retrosynthesis dataset with 1.9M reactions from patents (1976-2016). Predict the reactants needed to synthesize the given product. (1) Given the product [F:1][C:2]1[CH:3]=[C:4]([C@:18]2([S:37]([C:40]3[CH:41]=[CH:42][C:43]([F:46])=[CH:44][CH:45]=3)(=[O:39])=[O:38])[CH2:22][CH2:21][N:20]([C:23]([C:25]34[CH2:32][CH2:31][C:28]([C:33]([OH:35])=[O:34])([CH2:27][CH2:26]3)[CH2:29][CH2:30]4)=[O:24])[CH2:19]2)[CH:5]=[CH:6][C:7]=1[C:8]([F:17])([C:13]([F:16])([F:14])[F:15])[C:9]([F:10])([F:12])[F:11], predict the reactants needed to synthesize it. The reactants are: [F:1][C:2]1[CH:3]=[C:4]([C@:18]2([S:37]([C:40]3[CH:45]=[CH:44][C:43]([F:46])=[CH:42][CH:41]=3)(=[O:39])=[O:38])[CH2:22][CH2:21][N:20]([C:23]([C:25]34[CH2:32][CH2:31][C:28]([C:33]([O:35]C)=[O:34])([CH2:29][CH2:30]3)[CH2:27][CH2:26]4)=[O:24])[CH2:19]2)[CH:5]=[CH:6][C:7]=1[C:8]([F:17])([C:13]([F:16])([F:15])[F:14])[C:9]([F:12])([F:11])[F:10].[OH-].[Na+].Cl. (2) Given the product [Cl:1][C:2]1[CH:3]=[C:4]([C:5]([NH:27][CH2:28][C:29]2[CH:30]=[N:31][CH:32]=[CH:33][CH:34]=2)=[O:7])[CH:8]=[CH:9][C:10]=1[C:11]([NH:12][C:13]1[CH:18]=[CH:17][C:16]([Cl:19])=[C:15]([C:20]2[CH:25]=[CH:24][CH:23]=[CH:22][N:21]=2)[CH:14]=1)=[O:26], predict the reactants needed to synthesize it. The reactants are: [Cl:1][C:2]1[CH:3]=[C:4]([CH:8]=[CH:9][C:10]=1[C:11](=[O:26])[NH:12][C:13]1[CH:18]=[CH:17][C:16]([Cl:19])=[C:15]([C:20]2[CH:25]=[CH:24][CH:23]=[CH:22][N:21]=2)[CH:14]=1)[C:5]([OH:7])=O.[NH2:27][CH2:28][C:29]1[CH:30]=[N:31][CH:32]=[CH:33][CH:34]=1. (3) Given the product [CH2:1]([O:3][C:4](=[O:9])[C:5]([O:8][CH2:14][CH:13]=[CH2:12])([CH3:7])[CH3:6])[CH3:2], predict the reactants needed to synthesize it. The reactants are: [CH2:1]([O:3][C:4](=[O:9])[C:5]([OH:8])([CH3:7])[CH3:6])[CH3:2].[H-].[Na+].[CH2:12](Br)[CH:13]=[CH2:14].[Cl-].[NH4+]. (4) Given the product [N:28]1([C:14](=[O:16])[CH:13]([NH:12][C:10]([C:7]2[CH:6]=[C:5]([O:21][C@@H:22]([CH3:27])[C:23]([F:24])([F:26])[F:25])[C:4]([CH:1]3[CH2:3][CH2:2]3)=[CH:9][N:8]=2)=[O:11])[C:17]([CH3:18])([CH3:19])[CH3:20])[CH2:31][CH2:30][CH2:29]1, predict the reactants needed to synthesize it. The reactants are: [CH:1]1([C:4]2[C:5]([O:21][C@@H:22]([CH3:27])[C:23]([F:26])([F:25])[F:24])=[CH:6][C:7]([C:10]([NH:12][CH:13]([C:17]([CH3:20])([CH3:19])[CH3:18])[C:14]([OH:16])=O)=[O:11])=[N:8][CH:9]=2)[CH2:3][CH2:2]1.[NH:28]1[CH2:31][CH2:30][CH2:29]1. (5) Given the product [Br:1][C:2]1[CH:3]=[C:4]2[C:9](=[CH:10][C:11]=1[F:12])[C:8]([OH:13])=[CH:7][CH:6]=[CH:5]2, predict the reactants needed to synthesize it. The reactants are: [Br:1][C:2]1[CH:3]=[C:4]2[C:9](=[CH:10][C:11]=1[F:12])[C:8](=[O:13])[CH2:7][CH2:6][CH2:5]2.BrBr.[Li+].[Br-]. (6) Given the product [NH:1]([CH2:2][C:3]([O:5][C:6]([CH3:9])([CH3:8])[CH3:7])=[O:4])[C:10]([NH2:12])=[S:11], predict the reactants needed to synthesize it. The reactants are: [NH2:1][CH2:2][C:3]([O:5][C:6]([CH3:9])([CH3:8])[CH3:7])=[O:4].[C:10](N1C=CC=CC1=O)([N:12]1C=CC=CC1=O)=[S:11].N.CO. (7) Given the product [CH2:15]([N:5]1[C:1](=[O:11])[C:2]2=[CH:10][CH:9]=[CH:8][CH:7]=[C:3]2[C:4]1=[O:6])[CH:14]=[CH2:13], predict the reactants needed to synthesize it. The reactants are: [C:1]1(=[O:11])[NH:5][C:4](=[O:6])[C:3]2=[CH:7][CH:8]=[CH:9][CH:10]=[C:2]12.[K].[CH2:13](Br)[CH:14]=[CH2:15]. (8) Given the product [NH2:1][C:2]1[N:3]=[CH:4][C:5]([C:8]2[C:9]3[CH2:22][CH2:21][N:20]([C@:23]4([CH3:35])[CH2:27][CH2:26][N:25]([C:28]([NH:45][CH3:44])=[O:29])[CH2:24]4)[C:10]=3[N:11]=[C:12]([N:14]3[CH2:19][CH2:18][O:17][CH2:16][CH2:15]3)[N:13]=2)=[CH:6][N:7]=1, predict the reactants needed to synthesize it. The reactants are: [NH2:1][C:2]1[N:7]=[CH:6][C:5]([C:8]2[C:9]3[CH2:22][CH2:21][N:20]([C@:23]4([CH3:35])[CH2:27][CH2:26][N:25]([C:28](OC(C)(C)C)=[O:29])[CH2:24]4)[C:10]=3[N:11]=[C:12]([N:14]3[CH2:19][CH2:18][O:17][CH2:16][CH2:15]3)[N:13]=2)=[CH:4][N:3]=1.Cl.O1CCOCC1.C[CH2:44][N:45](C(C)C)C(C)C.CN=C=O.C([O-])(O)=O.[Na+]. (9) Given the product [NH:15]1[C:16]2[C:12](=[CH:11][C:10](/[C:9](/[C:25]3[CH:26]=[CH:27][C:28](/[CH:31]=[CH:32]/[C:33]([OH:35])=[O:34])=[CH:29][CH:30]=3)=[C:8](/[C:4]3[CH:5]=[CH:6][CH:7]=[C:2]([O:1][C:44]4[CH:45]=[N:46][C:41]([CH3:40])=[CH:42][CH:43]=4)[CH:3]=3)\[CH2:38][CH3:39])=[CH:18][CH:17]=2)[CH:13]=[N:14]1, predict the reactants needed to synthesize it. The reactants are: [OH:1][C:2]1[CH:3]=[C:4](/[C:8](/[CH2:38][CH3:39])=[C:9](\[C:25]2[CH:30]=[CH:29][C:28](/[CH:31]=[CH:32]/[C:33]([O:35]CC)=[O:34])=[CH:27][CH:26]=2)/[C:10]2[CH:11]=[C:12]3[C:16](=[CH:17][CH:18]=2)[N:15](C2CCCCO2)[N:14]=[CH:13]3)[CH:5]=[CH:6][CH:7]=1.[CH3:40][C:41]1[N:46]=[CH:45][C:44](B(O)O)=[CH:43][CH:42]=1.BrC1C=CC(OC2C=CC=CC=2)=CC=1Cl. (10) Given the product [CH3:3][C:2]([CH3:5])([CH3:4])[CH:1]([OH:6])[CH2:10][N+:7]([O-:9])=[O:8], predict the reactants needed to synthesize it. The reactants are: [CH:1](=[O:6])[C:2]([CH3:5])([CH3:4])[CH3:3].[N+:7]([CH3:10])([O-:9])=[O:8].[OH-].[Na+].